Dataset: Full USPTO retrosynthesis dataset with 1.9M reactions from patents (1976-2016). Task: Predict the reactants needed to synthesize the given product. (1) Given the product [CH2:1]([N:8]1[C:12]([I:15])=[N:11][N:10]=[N:9]1)[C:2]1[CH:3]=[CH:4][CH:5]=[CH:6][CH:7]=1, predict the reactants needed to synthesize it. The reactants are: [CH2:1]([N:8]1[CH:12]=[N:11][N:10]=[N:9]1)[C:2]1[CH:7]=[CH:6][CH:5]=[CH:4][CH:3]=1.[OH-].[Na+].[I:15]I. (2) Given the product [N:1]1[CH:6]=[CH:5][CH:4]=[C:3]([C:7]2[S:8][CH:9]=[C:10]([C:20]([N:17]=[N+:23]=[N-:24])=[O:26])[N:11]=2)[CH:2]=1, predict the reactants needed to synthesize it. The reactants are: [N:1]1[CH:6]=[CH:5][CH:4]=[C:3]([C:7]2(C(O)=O)[NH:11][CH:10]=[CH:9][S:8]2)[CH:2]=1.C([N:17]([CH2:20]C)CC)C.[N-]=[N+:23]=[N-:24].[Na+].[OH2:26]. (3) Given the product [N:1]1([CH2:6][CH2:7][O:8][C:9]2[CH:10]=[CH:11][C:12]([N:15]=[CH:27][C:26]3[CH:25]=[CH:24][C:23]([O:22][CH:17]4[CH2:18][CH2:19][CH2:20][CH2:21][O:16]4)=[CH:30][CH:29]=3)=[CH:13][CH:14]=2)[CH2:5][CH2:4][CH2:3][CH2:2]1, predict the reactants needed to synthesize it. The reactants are: [N:1]1([CH2:6][CH2:7][O:8][C:9]2[CH:14]=[CH:13][C:12]([NH2:15])=[CH:11][CH:10]=2)[CH2:5][CH2:4][CH2:3][CH2:2]1.[O:16]1[CH2:21][CH2:20][CH2:19][CH2:18][CH:17]1[O:22][C:23]1[CH:30]=[CH:29][C:26]([CH:27]=O)=[CH:25][CH:24]=1.S([O-])([O-])(=O)=O.[Mg+2]. (4) The reactants are: Cl[CH2:2][CH2:3][CH2:4][Si:5]([CH3:8])([CH3:7])[CH3:6].[OH:9][C:10]1[CH:17]=[CH:16][C:13]([CH:14]=[O:15])=[CH:12][CH:11]=1.C(=O)([O-])[O-].[K+].[K+]. Given the product [CH3:6][Si:5]([CH3:8])([CH3:7])[CH2:4][CH2:3][CH2:2][O:9][C:10]1[CH:17]=[CH:16][C:13]([CH:14]=[O:15])=[CH:12][CH:11]=1, predict the reactants needed to synthesize it. (5) Given the product [OH:32][CH2:36][CH2:35][N:7]1[C:8]([C:9]2[CH:14]=[CH:13][CH:12]=[CH:11][C:10]=2[C:15]([F:18])([F:16])[F:17])=[C:4]([CH3:3])[C:5]([C:19]([NH:21][C:22]2[CH:27]=[CH:26][C:25]([S:28]([CH3:31])(=[O:30])=[O:29])=[CH:24][CH:23]=2)=[O:20])=[CH:6]1, predict the reactants needed to synthesize it. The reactants are: [H-].[Na+].[CH3:3][C:4]1[C:5]([C:19]([NH:21][C:22]2[CH:27]=[CH:26][C:25]([S:28]([CH3:31])(=[O:30])=[O:29])=[CH:24][CH:23]=2)=[O:20])=[CH:6][NH:7][C:8]=1[C:9]1[CH:14]=[CH:13][CH:12]=[CH:11][C:10]=1[C:15]([F:18])([F:17])[F:16].[O:32]1[CH2:36][CH2:35]OS1(=O)=O. (6) Given the product [CH:1]([N:4]1[C:8]([C:9]2[N:18]=[C:17]3[C:16]4[CH:19]=[CH:20][C:21]([O:23][CH2:25][C:26]([NH2:28])=[O:27])=[CH:22][C:15]=4[O:14][CH2:13][CH2:12][N:11]3[CH:10]=2)=[N:7][CH:6]=[N:5]1)([CH3:3])[CH3:2], predict the reactants needed to synthesize it. The reactants are: [CH:1]([N:4]1[C:8]([C:9]2[N:18]=[C:17]3[N:11]([CH2:12][CH2:13][O:14][C:15]4[CH:22]=[C:21]([OH:23])[CH:20]=[CH:19][C:16]=43)[CH:10]=2)=[N:7][CH:6]=[N:5]1)([CH3:3])[CH3:2].Br[CH2:25][C:26]([NH2:28])=[O:27].C(=O)([O-])[O-].[Cs+].[Cs+]. (7) Given the product [N:1]1([C:5]2[N:10]=[C:9]([CH2:11][N:12]3[C@@H:16]([CH3:17])[C@@H:15]([C:18]4[CH:23]=[C:22]([C:24]([F:27])([F:26])[F:25])[CH:21]=[C:20]([C:28]([F:31])([F:30])[F:29])[CH:19]=4)[O:14][C:13]3=[O:32])[C:8]([C:33]3[CH:38]=[C:37]([C:49]4[O:50][C:46]([C:44]([O:43][CH3:42])=[O:45])=[CH:47][CH:48]=4)[CH:36]=[CH:35][C:34]=3[O:40][CH3:41])=[CH:7][CH:6]=2)[CH2:4][CH2:3][CH2:2]1, predict the reactants needed to synthesize it. The reactants are: [N:1]1([C:5]2[N:10]=[C:9]([CH2:11][N:12]3[C@@H:16]([CH3:17])[C@@H:15]([C:18]4[CH:23]=[C:22]([C:24]([F:27])([F:26])[F:25])[CH:21]=[C:20]([C:28]([F:31])([F:30])[F:29])[CH:19]=4)[O:14][C:13]3=[O:32])[C:8]([C:33]3[CH:38]=[C:37](I)[CH:36]=[CH:35][C:34]=3[O:40][CH3:41])=[CH:7][CH:6]=2)[CH2:4][CH2:3][CH2:2]1.[CH3:42][O:43][C:44]([C:46]1[O:50][C:49](B(O)O)=[CH:48][CH:47]=1)=[O:45].N#N.C([O-])([O-])=O.[K+].[K+]. (8) Given the product [F:1][C:2]1[C:10]([O:11][CH3:12])=[C:9]([O:13][CH3:14])[CH:8]=[C:4]2[C:3]=1[NH:15][C:16](=[O:17])[NH:18][C:5]2=[O:6], predict the reactants needed to synthesize it. The reactants are: [F:1][C:2]1[C:3]([NH:15][C:16]([NH2:18])=[O:17])=[C:4]([CH:8]=[C:9]([O:13][CH3:14])[C:10]=1[O:11][CH3:12])[C:5](N)=[O:6].Cl. (9) Given the product [Cl:1][C:2]1[CH:7]=[CH:6][C:5]([CH:8]([CH:14]2[CH2:16][C:15]2([F:17])[F:18])[CH2:9][C:10]([OH:12])=[O:11])=[CH:4][C:3]=1[NH:19][C:20](=[O:35])[CH:21]([C:28]1[CH:33]=[CH:32][C:31]([Cl:34])=[CH:30][CH:29]=1)[C@@H:22]([CH3:27])[C:23]([F:24])([F:25])[F:26], predict the reactants needed to synthesize it. The reactants are: [Cl:1][C:2]1[CH:7]=[CH:6][C:5]([CH:8]([CH:14]2[CH2:16][C:15]2([F:18])[F:17])[CH2:9][C:10]([O:12]C)=[O:11])=[CH:4][C:3]=1[NH:19][C:20](=[O:35])[C@H:21]([C:28]1[CH:33]=[CH:32][C:31]([Cl:34])=[CH:30][CH:29]=1)[C@@H:22]([CH3:27])[C:23]([F:26])([F:25])[F:24].O.[OH-].[Li+].Cl.